Predict the reactants needed to synthesize the given product. From a dataset of Full USPTO retrosynthesis dataset with 1.9M reactions from patents (1976-2016). (1) Given the product [Cl:17][C:11]1[C:10]2[CH:9]=[C:8]([C:18]#[N:19])[CH:7]=[CH:6][C:5]=2[N:4]=[C:3]2[CH2:2][N:22]([CH2:20][CH3:21])[C:13](=[O:15])[C:12]=12, predict the reactants needed to synthesize it. The reactants are: Br[CH2:2][C:3]1[C:12]([C:13]([O:15]C)=O)=[C:11]([Cl:17])[C:10]2[C:5](=[CH:6][CH:7]=[C:8]([C:18]#[N:19])[CH:9]=2)[N:4]=1.[CH2:20]([NH2:22])[CH3:21]. (2) Given the product [CH2:11]([NH:10][CH2:13][C:14]1[CH:19]=[C:18]([C:20]([F:22])([F:23])[F:21])[CH:17]=[CH:16][C:15]=1[C:24]1[CH:29]=[C:28]([C:30]([F:32])([F:33])[F:31])[CH:27]=[C:26]([C@@H:34]([CH3:47])[C:35]([OH:36])=[O:49])[CH:25]=1)[CH3:12], predict the reactants needed to synthesize it. The reactants are: C(NC(=O)[N:10]([CH2:13][C:14]1[CH:19]=[C:18]([C:20]([F:23])([F:22])[F:21])[CH:17]=[CH:16][C:15]=1[C:24]1[CH:29]=[C:28]([C:30]([F:33])([F:32])[F:31])[CH:27]=[C:26]([C@@H:34]([CH3:47])[C:35](N[C@H](C)CC2C=CC=CC=2)=[O:36])[CH:25]=1)[CH2:11][CH3:12])C1C=CC=CC=1.[OH:49]S(O)(=O)=O. (3) The reactants are: [N:1]([CH2:4][C:5]1[CH:6]=[C:7]([C:22]2[S:26][C:25]([C@@:27]3([OH:39])[CH2:32][CH2:31][C@H:30]([C:33]([O:35][CH3:36])=[O:34])[C:29]([CH3:38])([CH3:37])[CH2:28]3)=[N:24][CH:23]=2)[CH:8]=[C:9]([NH:11][C:12]2[N:17]=[C:16]([C:18]([F:21])([F:20])[F:19])[CH:15]=[CH:14][N:13]=2)[CH:10]=1)=[N+]=[N-].C1(P(C2C=CC=CC=2)C2C=CC=CC=2)C=CC=CC=1. Given the product [NH2:1][CH2:4][C:5]1[CH:6]=[C:7]([C:22]2[S:26][C:25]([C@@:27]3([OH:39])[CH2:32][CH2:31][C@H:30]([C:33]([O:35][CH3:36])=[O:34])[C:29]([CH3:37])([CH3:38])[CH2:28]3)=[N:24][CH:23]=2)[CH:8]=[C:9]([NH:11][C:12]2[N:17]=[C:16]([C:18]([F:20])([F:21])[F:19])[CH:15]=[CH:14][N:13]=2)[CH:10]=1, predict the reactants needed to synthesize it. (4) Given the product [CH3:1][C:2]([O:5][C:6]([NH:8][C:9]([CH3:14])([C:11]([NH:21][CH3:20])=[O:12])[CH3:10])=[O:7])([CH3:4])[CH3:3], predict the reactants needed to synthesize it. The reactants are: [CH3:1][C:2]([O:5][C:6]([NH:8][C:9]([CH3:14])([C:11](O)=[O:12])[CH3:10])=[O:7])([CH3:4])[CH3:3].OC1C2N=N[NH:21][C:20]=2C=CC=1.C1(N=C=NC2CCCCC2)CCCCC1.CN.C(O)C.